From a dataset of Forward reaction prediction with 1.9M reactions from USPTO patents (1976-2016). Predict the product of the given reaction. (1) Given the reactants [C:1]([OH:10])(=[O:9])[CH2:2][CH2:3][CH2:4][CH2:5][C:6]([OH:8])=[O:7].[CH2:11](O)[C:12]1[CH:17]=[CH:16][CH:15]=[CH:14][CH:13]=1.[OH-].[K+], predict the reaction product. The product is: [C:1]([O:10][CH2:11][C:12]1[CH:17]=[CH:16][CH:15]=[CH:14][CH:13]=1)(=[O:9])[CH2:2][CH2:3][CH2:4][CH2:5][C:6]([O:8][CH2:11][C:12]1[CH:17]=[CH:16][CH:15]=[CH:14][CH:13]=1)=[O:7]. (2) Given the reactants [CH2:1]([O:4][C:5]([NH:7][C@H:8]([C:16](=[O:23])[O:17]CC(Cl)(Cl)Cl)[CH2:9][C:10]([O:12][CH2:13][CH:14]=[CH2:15])=[O:11])=[O:6])[CH:2]=[CH2:3], predict the reaction product. The product is: [CH2:13]([O:12][C:10](=[O:11])[CH2:9][C@H:8]([NH:7][C:5]([O:4][CH2:1][CH:2]=[CH2:3])=[O:6])[C:16]([OH:23])=[O:17])[CH:14]=[CH2:15]. (3) The product is: [CH2:8]([O:7][C:5]([NH:4][C@H:3]([C:13]([OH:15])=[O:14])[C:2]([CH3:17])([CH3:16])[CH3:1])=[O:6])[CH2:9][CH2:10][CH2:11][C:12]#[CH:18]. Given the reactants [CH3:1][C:2]([CH3:17])([CH3:16])[C@@H:3]([C:13]([OH:15])=[O:14])[NH:4][C:5]([O:7][CH2:8][CH2:9][CH2:10][CH:11]=[CH2:12])=[O:6].[CH2:18](O)CCCC#C, predict the reaction product. (4) Given the reactants [Cl:1][C:2]1[CH:3]=[C:4]([C@@H:8]([OH:33])[C@H:9]2[CH2:13][CH2:12][C@@H:11]([CH2:14][C:15]3[CH:20]=[CH:19][C:18]([C:21]([O:23]CC)=[O:22])=[CH:17][CH:16]=3)[N:10]2[C:26]([O:28][C:29]([CH3:32])([CH3:31])[CH3:30])=[O:27])[CH:5]=[CH:6][CH:7]=1.CO.C(O)(=O)CC(CC(O)=O)(C(O)=O)O, predict the reaction product. The product is: [C:29]([O:28][C:26]([N:10]1[C@@H:9]([C@@H:8]([C:4]2[CH:5]=[CH:6][CH:7]=[C:2]([Cl:1])[CH:3]=2)[OH:33])[CH2:13][CH2:12][C@H:11]1[CH2:14][C:15]1[CH:16]=[CH:17][C:18]([C:21]([OH:23])=[O:22])=[CH:19][CH:20]=1)=[O:27])([CH3:32])([CH3:30])[CH3:31]. (5) Given the reactants [C:1]([CH2:3][C:4](O)=[O:5])#[N:2].[O:7]1[CH2:10][CH:9]([N:11]2[CH2:16][CH2:15][N:14]([C:17]3[CH:22]=[CH:21][C:20]([NH:23][C:24]4[N:29]=[CH:28][N:27]=[C:26]([C:30]5[CH:31]=[CH:32][C:33]([O:38][C@@H:39]6[CH2:43][CH2:42][NH:41][CH2:40]6)=[C:34]([CH:37]=5)[C:35]#[N:36])[N:25]=4)=[CH:19][CH:18]=3)[CH2:13][CH2:12]2)[CH2:8]1, predict the reaction product. The product is: [C:1]([CH2:3][C:4]([N:41]1[CH2:42][CH2:43][C@@H:39]([O:38][C:33]2[CH:32]=[CH:31][C:30]([C:26]3[N:25]=[C:24]([NH:23][C:20]4[CH:21]=[CH:22][C:17]([N:14]5[CH2:13][CH2:12][N:11]([CH:9]6[CH2:10][O:7][CH2:8]6)[CH2:16][CH2:15]5)=[CH:18][CH:19]=4)[N:29]=[CH:28][N:27]=3)=[CH:37][C:34]=2[C:35]#[N:36])[CH2:40]1)=[O:5])#[N:2]. (6) Given the reactants [CH2:1]([C:3]1[CH:8]=[CH:7][C:6]([C@H:9]2[CH2:14][C@@H:13]([C:15]([F:18])([F:17])[F:16])[N:12]3[N:19]=[CH:20][C:21]([C:22](O)=[O:23])=[C:11]3[NH:10]2)=[CH:5][CH:4]=1)[CH3:2].CN(C(ON1N=NC2C=CC=NC1=2)=[N+](C)C)C.F[P-](F)(F)(F)(F)F.C(N(CC)C(C)C)(C)C.[CH3:58][O:59][C:60]1[CH:61]=[C:62]([CH:65]=[CH:66][CH:67]=1)[CH2:63][NH2:64], predict the reaction product. The product is: [CH2:1]([C:3]1[CH:4]=[CH:5][C:6]([C@H:9]2[CH2:14][C@@H:13]([C:15]([F:16])([F:17])[F:18])[N:12]3[N:19]=[CH:20][C:21]([C:22]([NH:64][CH2:63][C:62]4[CH:65]=[CH:66][CH:67]=[C:60]([O:59][CH3:58])[CH:61]=4)=[O:23])=[C:11]3[NH:10]2)=[CH:7][CH:8]=1)[CH3:2]. (7) Given the reactants [CH2:1]([N:5]1[C:10]2=[N:11][NH:12][C:13]([NH:14][C:15]3[CH:20]=[CH:19][CH:18]=[CH:17][CH:16]=3)=[C:9]2[C:8](=[O:21])[N:7]([CH3:22])[C:6]1=[O:23])[CH:2]([CH3:4])[CH3:3].Br[CH2:25][C:26]1[CH:31]=[CH:30][C:29]([S:32]([NH2:35])(=[O:34])=[O:33])=[CH:28][CH:27]=1.C(=O)([O-])[O-].[K+].[K+], predict the reaction product. The product is: [CH2:1]([N:5]1[C:10]2=[N:11][N:12]([CH2:25][C:26]3[CH:27]=[CH:28][C:29]([S:32]([NH2:35])(=[O:34])=[O:33])=[CH:30][CH:31]=3)[C:13]([NH:14][C:15]3[CH:16]=[CH:17][CH:18]=[CH:19][CH:20]=3)=[C:9]2[C:8](=[O:21])[N:7]([CH3:22])[C:6]1=[O:23])[CH:2]([CH3:4])[CH3:3]. (8) Given the reactants [CH3:1][O:2][C:3]1[CH:10]=[C:9]([O:11][CH3:12])[C:8]([C:13]2[CH:14]=[N:15][CH:16]=[CH:17][CH:18]=2)=[CH:7][C:4]=1[CH:5]=O.[C:19]([C:22]1[CH:27]=[CH:26][C:25]([S:28]([NH2:31])(=[O:30])=[O:29])=[CH:24][CH:23]=1)(=[O:21])[CH3:20], predict the reaction product. The product is: [CH3:1][O:2][C:3]1[CH:10]=[C:9]([O:11][CH3:12])[C:8]([C:13]2[CH:14]=[N:15][CH:16]=[CH:17][CH:18]=2)=[CH:7][C:4]=1/[CH:5]=[CH:20]/[C:19]([C:22]1[CH:23]=[CH:24][C:25]([S:28]([NH2:31])(=[O:30])=[O:29])=[CH:26][CH:27]=1)=[O:21].